From a dataset of Catalyst prediction with 721,799 reactions and 888 catalyst types from USPTO. Predict which catalyst facilitates the given reaction. Reactant: [CH2:1]([C:3]([C:15]1[CH:20]=[CH:19][C:18]([OH:21])=[C:17]([CH3:22])[CH:16]=1)([C:6]1[CH:11]=[CH:10][C:9]([C:12]#[CH:13])=[C:8]([CH3:14])[CH:7]=1)[CH2:4][CH3:5])[CH3:2].[Li]CCCC.[CH3:28][C:29]([CH3:35])([CH2:32][CH:33]=[CH2:34])[CH:30]=[O:31].[NH4+].[Cl-]. Product: [CH2:1]([C:3]([C:15]1[CH:20]=[CH:19][C:18]([OH:21])=[C:17]([CH3:22])[CH:16]=1)([C:6]1[CH:11]=[CH:10][C:9]([C:12]#[C:13][CH:30]([OH:31])[C:29]([CH3:35])([CH3:28])[CH2:32][CH:33]=[CH2:34])=[C:8]([CH3:14])[CH:7]=1)[CH2:4][CH3:5])[CH3:2]. The catalyst class is: 1.